This data is from Full USPTO retrosynthesis dataset with 1.9M reactions from patents (1976-2016). The task is: Predict the reactants needed to synthesize the given product. (1) The reactants are: [F:1][C:2]1[CH:3]=[C:4]([NH2:10])[C:5]([NH2:9])=[CH:6][C:7]=1[F:8].[CH:11](OCC)(OCC)OCC. Given the product [F:1][C:2]1[C:7]([F:8])=[CH:6][C:5]2[NH:9][CH:11]=[N:10][C:4]=2[CH:3]=1, predict the reactants needed to synthesize it. (2) Given the product [Br:1][C:2]1[CH:3]=[CH:4][C:5]2[N:6]([C:8]([C:12]3[S:14][C:16]([C:17]([O:19][CH2:20][CH3:21])=[O:18])=[C:22]([C:23]4[CH:28]=[CH:27][CH:26]=[CH:25][CH:24]=4)[N:13]=3)=[C:9]([CH3:11])[N:10]=2)[CH:7]=1, predict the reactants needed to synthesize it. The reactants are: [Br:1][C:2]1[CH:3]=[CH:4][C:5]2[N:6]([C:8]([C:12](=[S:14])[NH2:13])=[C:9]([CH3:11])[N:10]=2)[CH:7]=1.Cl[CH:16]([C:22](=O)[C:23]1[CH:28]=[CH:27][CH:26]=[CH:25][CH:24]=1)[C:17]([O:19][CH2:20][CH3:21])=[O:18]. (3) Given the product [CH2:26]([N:10]1[C:9]2[N:8]=[C:7]([CH2:6][C:5]3[CH:4]=[CH:3][C:2]([NH:1][S:40]([C:35]4[CH:36]=[CH:37][C:38]([F:39])=[C:33]([F:32])[CH:34]=4)(=[O:42])=[O:41])=[CH:31][CH:30]=3)[NH:15][C:14]=2[C:13](=[O:16])[N:12]([CH2:17][C:18]2[CH:23]=[CH:22][CH:21]=[CH:20][C:19]=2[F:24])[C:11]1=[O:25])[CH2:27][CH2:28][CH3:29], predict the reactants needed to synthesize it. The reactants are: [NH2:1][C:2]1[CH:31]=[CH:30][C:5]([CH2:6][C:7]2[NH:15][C:14]3[C:13](=[O:16])[N:12]([CH2:17][C:18]4[CH:23]=[CH:22][CH:21]=[CH:20][C:19]=4[F:24])[C:11](=[O:25])[N:10]([CH2:26][CH2:27][CH2:28][CH3:29])[C:9]=3[N:8]=2)=[CH:4][CH:3]=1.[F:32][C:33]1[CH:34]=[C:35]([S:40](Cl)(=[O:42])=[O:41])[CH:36]=[CH:37][C:38]=1[F:39].